This data is from Peptide-MHC class II binding affinity with 134,281 pairs from IEDB. The task is: Regression. Given a peptide amino acid sequence and an MHC pseudo amino acid sequence, predict their binding affinity value. This is MHC class II binding data. (1) The peptide sequence is GAMVATNFFGINTIP. The MHC is HLA-DQA10102-DQB10602 with pseudo-sequence HLA-DQA10102-DQB10602. The binding affinity (normalized) is 0.135. (2) The peptide sequence is SGEIIRAATTSPARE. The MHC is H-2-IAb with pseudo-sequence H-2-IAb. The binding affinity (normalized) is 0.635.